The task is: Predict the reaction yield, written as a fraction of the theoretical maximum amount of product (1.0 means a 100% yield; for example, 0.34 means a 34% yield).. This data is from Reaction yield outcomes from USPTO patents with 853,638 reactions. The reactants are [C:1]([C:4]1[CH:13]=[CH:12][C:7]2[NH:8][C:9](=O)[NH:10][C:6]=2[CH:5]=1)(=[O:3])[CH3:2].[CH3:14]I.[C:16](=[O:19])([O-])[O-].[Cs+].[Cs+]. The catalyst is CN(C=O)C. The product is [C:1]([C:4]1[CH:13]=[CH:12][C:7]2[N:8]([CH3:14])[C:16](=[O:19])[N:10]([CH3:9])[C:6]=2[CH:5]=1)(=[O:3])[CH3:2]. The yield is 0.820.